This data is from Forward reaction prediction with 1.9M reactions from USPTO patents (1976-2016). The task is: Predict the product of the given reaction. (1) Given the reactants [Br:1][C:2]1[C:8]([F:9])=[CH:7][C:5]([NH2:6])=[CH:4][C:3]=1[F:10].C1C(=O)N([Cl:18])C(=O)C1, predict the reaction product. The product is: [Br:1][C:2]1[C:8]([F:9])=[CH:7][C:5]([NH2:6])=[C:4]([Cl:18])[C:3]=1[F:10]. (2) Given the reactants CS(O[CH2:6][CH2:7][CH:8]1[CH2:13][CH2:12][O:11][CH2:10][CH2:9]1)(=O)=O.[Br-:14].[Li+], predict the reaction product. The product is: [Br:14][CH2:6][CH2:7][CH:8]1[CH2:13][CH2:12][O:11][CH2:10][CH2:9]1. (3) The product is: [CH2:31]([O:30][C:28]([CH:27]1[CH2:33][CH2:34][N:24]([S:20]([C:11]2[N:10]([S:7]([C:1]3[CH:6]=[CH:5][CH:4]=[CH:3][CH:2]=3)(=[O:9])=[O:8])[C:18]3[C:13]([CH:12]=2)=[CH:14][C:15]([Cl:19])=[CH:16][CH:17]=3)(=[O:22])=[O:21])[CH2:25][CH2:26]1)=[O:29])[CH3:32]. Given the reactants [C:1]1([S:7]([N:10]2[C:18]3[C:13](=[CH:14][C:15]([Cl:19])=[CH:16][CH:17]=3)[CH:12]=[C:11]2[S:20](Cl)(=[O:22])=[O:21])(=[O:9])=[O:8])[CH:6]=[CH:5][CH:4]=[CH:3][CH:2]=1.[NH:24]1[CH2:34][CH2:33][CH:27]([C:28]([O:30][CH2:31][CH3:32])=[O:29])[CH2:26][CH2:25]1.C(N(CC)C(C)C)(C)C, predict the reaction product. (4) Given the reactants [CH2:1]([O:8][CH2:9][CH2:10][CH2:11][C:12]1[N:13]=[C:14]([C:31]2[CH:36]=[CH:35][C:34]([C:37]([F:40])([F:39])[F:38])=[CH:33][CH:32]=2)[S:15][C:16]=1[CH2:17][O:18][C:19]1[CH:28]=[CH:27][C:22]([C:23]([NH:25][OH:26])=[NH:24])=[C:21]([O:29][CH3:30])[CH:20]=1)[C:2]1[CH:7]=[CH:6][CH:5]=[CH:4][CH:3]=1.Cl[C:42](OC1C=CC=CC=1)=[O:43].C(N(C(C)C)CC)(C)C, predict the reaction product. The product is: [CH2:1]([O:8][CH2:9][CH2:10][CH2:11][C:12]1[N:13]=[C:14]([C:31]2[CH:32]=[CH:33][C:34]([C:37]([F:39])([F:40])[F:38])=[CH:35][CH:36]=2)[S:15][C:16]=1[CH2:17][O:18][C:19]1[CH:28]=[CH:27][C:22]([C:23]2[NH:24][C:42](=[O:43])[O:26][N:25]=2)=[C:21]([O:29][CH3:30])[CH:20]=1)[C:2]1[CH:7]=[CH:6][CH:5]=[CH:4][CH:3]=1. (5) Given the reactants [Br:1][CH2:2][CH2:3][C:4]#[C:5][C:6]1[CH:11]=[CH:10][C:9]([CH2:12][CH2:13][CH2:14][CH3:15])=[CH:8][CH:7]=1.[N:16]1[CH:21]=[C:20]([CH3:22])[CH:19]=[C:18]([CH3:23])[CH:17]=1, predict the reaction product. The product is: [Br-:1].[CH2:12]([C:9]1[CH:10]=[CH:11][C:6]([C:5]#[C:4][CH2:3][CH2:2][N+:16]2[CH:21]=[C:20]([CH3:22])[CH:19]=[C:18]([CH3:23])[CH:17]=2)=[CH:7][CH:8]=1)[CH2:13][CH2:14][CH3:15]. (6) Given the reactants S(Cl)(Cl)=O.[CH3:5][N:6]1[C:10]([CH2:11]O)=[C:9]([CH2:13][O:14][C:15]2[C:24]3[C:19](=[CH:20][CH:21]=[CH:22][CH:23]=3)[C:18]3=[N:25][N:26]=[C:27]([C:28]4[CH:32]=[C:31]([CH3:33])[O:30][N:29]=4)[N:17]3[N:16]=2)[N:8]=[N:7]1.ClCC1N=NNC=1.[NH:41]1[CH2:46][CH2:45][CH2:44][CH2:43][CH2:42]1, predict the reaction product. The product is: [CH3:33][C:31]1[O:30][N:29]=[C:28]([C:27]2[N:17]3[N:16]=[C:15]([O:14][CH2:13][C:9]4[N:8]=[N:7][N:6]([CH3:5])[C:10]=4[CH2:11][N:41]4[CH2:46][CH2:45][CH2:44][CH2:43][CH2:42]4)[C:24]4[C:19]([C:18]3=[N:25][N:26]=2)=[CH:20][CH:21]=[CH:22][CH:23]=4)[CH:32]=1. (7) Given the reactants [C:1]1([C:7]2[O:8][C:9]([C:15]([F:18])([F:17])[F:16])=[C:10]([C:12]([OH:14])=O)[N:11]=2)[CH:6]=[CH:5][CH:4]=[CH:3][CH:2]=1.[CH3:19][O:20][CH2:21][C@H:22]1[CH2:26][CH2:25][CH2:24][N:23]1[C:27]1[N:32]=[CH:31][C:30]([NH2:33])=[CH:29][CH:28]=1, predict the reaction product. The product is: [CH3:19][O:20][CH2:21][C@H:22]1[CH2:26][CH2:25][CH2:24][N:23]1[C:27]1[N:32]=[CH:31][C:30]([NH:33][C:12]([C:10]2[N:11]=[C:7]([C:1]3[CH:2]=[CH:3][CH:4]=[CH:5][CH:6]=3)[O:8][C:9]=2[C:15]([F:18])([F:17])[F:16])=[O:14])=[CH:29][CH:28]=1. (8) Given the reactants [CH3:1][C:2]1[CH:6]=[C:5]([CH3:7])[N:4]([CH2:8][C:9]([C:11]2[C:16](=O)[CH:15]=[C:14]([CH3:18])[NH:13][C:12]=2[CH3:19])=[O:10])[N:3]=1.P(Cl)(Cl)([Cl:22])=O, predict the reaction product. The product is: [Cl:22][C:16]1[CH:15]=[C:14]([CH3:18])[N:13]=[C:12]([CH3:19])[C:11]=1[C:9](=[O:10])[CH2:8][N:4]1[C:5]([CH3:7])=[CH:6][C:2]([CH3:1])=[N:3]1.